Predict the product of the given reaction. From a dataset of Forward reaction prediction with 1.9M reactions from USPTO patents (1976-2016). (1) Given the reactants [F:1][C:2]1[CH:7]=[CH:6][C:5]([C:8]2[N:9]=[C:10]([CH2:13][OH:14])[NH:11][CH:12]=2)=[CH:4][CH:3]=1.Br[CH2:16][CH2:17]Br.C([O-])([O-])=O.[K+].[K+], predict the reaction product. The product is: [F:1][C:2]1[CH:3]=[CH:4][C:5]([C:8]2[N:9]=[C:10]3[N:11]([CH:12]=2)[CH2:17][CH2:16][O:14][CH2:13]3)=[CH:6][CH:7]=1. (2) Given the reactants Br[C:2]1[CH:3]=[C:4]([N:9]([S:14]([CH3:17])(=[O:16])=[O:15])S(C)(=O)=O)[C:5]([Cl:8])=[N:6][CH:7]=1.CC1(C)C2C(=C(P(C3C=CC=CC=3)C3C=CC=CC=3)C=CC=2)OC2C(P(C3C=CC=CC=3)C3C=CC=CC=3)=CC=CC1=2.CC([O-])(C)C.[Na+].[C:66]1([C:72]([C:74]2[CH:79]=[CH:78][CH:77]=[CH:76][CH:75]=2)=[NH:73])[CH:71]=[CH:70][CH:69]=[CH:68][CH:67]=1, predict the reaction product. The product is: [Cl:8][C:5]1[C:4]([NH:9][S:14]([CH3:17])(=[O:16])=[O:15])=[CH:3][C:2]([N:73]=[C:72]([C:66]2[CH:71]=[CH:70][CH:69]=[CH:68][CH:67]=2)[C:74]2[CH:79]=[CH:78][CH:77]=[CH:76][CH:75]=2)=[CH:7][N:6]=1. (3) Given the reactants [C:1]([O:5][C:6](=[O:10])[CH2:7][CH2:8][NH2:9])([CH3:4])([CH3:3])[CH3:2].[Cl:11][C:12]1[C:13](Cl)=[N:14][CH:15]=[C:16]([CH:19]=1)[C:17]#[N:18], predict the reaction product. The product is: [Cl:11][C:12]1[C:13]([NH:9][CH2:8][CH2:7][C:6]([O:5][C:1]([CH3:4])([CH3:3])[CH3:2])=[O:10])=[N:14][CH:15]=[C:16]([C:17]#[N:18])[CH:19]=1. (4) Given the reactants [N:1]1([S:7]([C:10]2[CH:11]=[C:12]([C:16]3[N:24]4[C:19]([CH:20]=[N:21][C:22](O)=[N:23]4)=[CH:18][CH:17]=3)[CH:13]=[CH:14][CH:15]=2)(=[O:9])=[O:8])[CH2:6][CH2:5][O:4][CH2:3][CH2:2]1.[NH2:26][C:27]1[CH:28]=[CH:29][C:30]2[N:34]=[C:33]([CH2:35][OH:36])[NH:32][C:31]=2[CH:37]=1.C1(N)C(F)=C(F)C(F)=C(N)C=1F.Cl.Cl, predict the reaction product. The product is: [N:1]1([S:7]([C:10]2[CH:11]=[C:12]([C:16]3[N:24]4[C:19]([CH:20]=[N:21][C:22]([NH:26][C:27]5[CH:28]=[CH:29][C:30]6[N:34]=[C:33]([CH2:35][OH:36])[NH:32][C:31]=6[CH:37]=5)=[N:23]4)=[CH:18][CH:17]=3)[CH:13]=[CH:14][CH:15]=2)(=[O:8])=[O:9])[CH2:2][CH2:3][O:4][CH2:5][CH2:6]1. (5) Given the reactants [CH3:1][C:2]1[CH:3]=[C:4]([C:12]2[CH:17]=[C:16]([C:18]([F:21])([F:20])[F:19])[N:15]3[N:22]=[CH:23][C:24]([C:25](O)=[O:26])=[C:14]3[N:13]=2)[CH:5]=[CH:6][C:7]=1[C:8]([F:11])([F:10])[F:9].[CH3:28][N:29]1[CH2:34][CH2:33][N:32]([S:35]([C:38]2[CH:39]=[C:40]([NH2:44])[CH:41]=[CH:42][CH:43]=2)(=[O:37])=[O:36])[CH2:31][CH2:30]1, predict the reaction product. The product is: [CH3:28][N:29]1[CH2:34][CH2:33][N:32]([S:35]([C:38]2[CH:39]=[C:40]([NH:44][C:25]([C:24]3[CH:23]=[N:22][N:15]4[C:16]([C:18]([F:21])([F:20])[F:19])=[CH:17][C:12]([C:4]5[CH:5]=[CH:6][C:7]([C:8]([F:11])([F:9])[F:10])=[C:2]([CH3:1])[CH:3]=5)=[N:13][C:14]=34)=[O:26])[CH:41]=[CH:42][CH:43]=2)(=[O:37])=[O:36])[CH2:31][CH2:30]1. (6) Given the reactants [Br:1][C:2]1[CH:7]=[CH:6][C:5](I)=[CH:4][N:3]=1.[N:9]1([C:15]([O:17][C:18]([CH3:21])([CH3:20])[CH3:19])=[O:16])[CH2:14][CH2:13][NH:12][CH2:11][CH2:10]1.CC1(C)C2C(=C(P(C3C=CC=CC=3)C3C=CC=CC=3)C=CC=2)OC2C(P(C3C=CC=CC=3)C3C=CC=CC=3)=CC=CC1=2, predict the reaction product. The product is: [Br:1][C:2]1[N:3]=[CH:4][C:5]([N:12]2[CH2:11][CH2:10][N:9]([C:15]([O:17][C:18]([CH3:21])([CH3:20])[CH3:19])=[O:16])[CH2:14][CH2:13]2)=[CH:6][CH:7]=1.